Dataset: Catalyst prediction with 721,799 reactions and 888 catalyst types from USPTO. Task: Predict which catalyst facilitates the given reaction. Reactant: [Cl:1][C:2]1[CH:7]=[CH:6][CH:5]=[C:4]([Cl:8])[C:3]=1[C:9]1[C:13]([CH2:14][O:15][C:16]2[CH:35]=[CH:34][C:19]3[CH:20]=[C:21]([C:23]4[CH:24]=[C:25]([CH:31]=[CH:32][CH:33]=4)[C:26]([O:28]CC)=[O:27])[S:22][C:18]=3[CH:17]=2)=[C:12]([CH:36]([CH3:38])[CH3:37])[O:11][N:10]=1.[OH-].[Li+]. Product: [Cl:8][C:4]1[CH:5]=[CH:6][CH:7]=[C:2]([Cl:1])[C:3]=1[C:9]1[C:13]([CH2:14][O:15][C:16]2[CH:35]=[CH:34][C:19]3[CH:20]=[C:21]([C:23]4[CH:24]=[C:25]([CH:31]=[CH:32][CH:33]=4)[C:26]([OH:28])=[O:27])[S:22][C:18]=3[CH:17]=2)=[C:12]([CH:36]([CH3:38])[CH3:37])[O:11][N:10]=1. The catalyst class is: 7.